Dataset: Catalyst prediction with 721,799 reactions and 888 catalyst types from USPTO. Task: Predict which catalyst facilitates the given reaction. (1) Reactant: C(OC([N:8]1[C:21]2[C:12](=[C:13]3[C:18](=[CH:19][CH:20]=2)[CH2:17][CH2:16][C@H:15]([C:22]([CH3:30])([CH3:29])[O:23][SiH2:24][C:25]([CH3:28])([CH3:27])[CH3:26])[O:14]3)[CH2:11][CH2:10][CH:9]1O)=O)(C)(C)C. Product: [C:25]([SiH2:24][O:23][C:22]([CH3:30])([CH3:29])[C@H:15]1[CH2:16][CH2:17][C:18]2[C:13](=[C:12]3[C:21](=[CH:20][CH:19]=2)[N:8]=[CH:9][CH:10]=[CH:11]3)[O:14]1)([CH3:28])([CH3:26])[CH3:27]. The catalyst class is: 262. (2) Reactant: C(NC(C)C)(C)C.[Li].[O:9]1[CH:13]=[CH:12][C:11]([C:14]([OH:16])=[O:15])=[CH:10]1.C([Si](C(C)C)(C(C)C)[O:21][CH2:22][C:23](=O)[CH2:24]O[Si](C(C)C)(C(C)C)C(C)C)(C)C.C(OC(=O)C)C. Product: [OH:21][CH2:22][C:23]1[C:10]2[O:9][CH:13]=[CH:12][C:11]=2[C:14](=[O:16])[O:15][CH:24]=1. The catalyst class is: 7. (3) Reactant: C(O)C.[NH2:4][C:5]1[CH:10]=[CH:9][C:8]([CH:11]2[CH2:16][CH2:15][C:14](=[O:17])[CH2:13][CH2:12]2)=[CH:7][CH:6]=1.[C:18]1(=O)[O:23][C:21](=[O:22])[C:20]2=[CH:24][CH:25]=[CH:26][CH:27]=[C:19]12. Product: [C:18]1(=[O:23])[N:4]([C:5]2[CH:6]=[CH:7][C:8]([CH:11]3[CH2:12][CH2:13][C:14](=[O:17])[CH2:15][CH2:16]3)=[CH:9][CH:10]=2)[C:21](=[O:22])[C:20]2=[CH:24][CH:25]=[CH:26][CH:27]=[C:19]12. The catalyst class is: 11. (4) Reactant: [F:1][C:2]1[CH:7]=[C:6]([N+:8]([O-])=O)[C:5]([O:11][CH3:12])=[CH:4][C:3]=1[O:13][CH3:14]. Product: [F:1][C:2]1[C:3]([O:13][CH3:14])=[CH:4][C:5]([O:11][CH3:12])=[C:6]([CH:7]=1)[NH2:8]. The catalyst class is: 579. (5) Product: [F:40][C:41]([F:53])([F:52])[C:42]1[CH:43]=[C:44]([S:48]([NH:6][C@@H:7]2[C@H:14]3[C@H:10]([CH2:11][N:12]([CH2:15][C:16]4[CH:21]=[CH:20][CH:19]=[C:18]([C:22]([F:25])([F:23])[F:24])[CH:17]=4)[CH2:13]3)[CH2:9][CH2:8]2)(=[O:50])=[O:49])[CH:45]=[CH:46][CH:47]=1. Reactant: CC(C)C(C1C=CC=CC=1)C([NH:6][C@@H:7]1[C@H:14]2[C@H:10]([CH2:11][N:12]([CH2:15][C:16]3[CH:21]=[CH:20][CH:19]=[C:18]([C:22]([F:25])([F:24])[F:23])[CH:17]=3)[CH2:13]2)[CH2:9][CH2:8]1)=O.C(N(CC)CC)C.[F:40][C:41]([F:53])([F:52])[C:42]1[CH:43]=[C:44]([S:48](Cl)(=[O:50])=[O:49])[CH:45]=[CH:46][CH:47]=1. The catalyst class is: 4. (6) Reactant: [C:1](Cl)(=[O:4])[CH:2]=[CH2:3].[CH:6]1[C:18]2[CH2:17][C:16]3[C:11](=[CH:12][CH:13]=[C:14]([C:19]4[S:23][C:22]([NH2:24])=[N:21][CH:20]=4)[CH:15]=3)[C:10]=2[CH:9]=[CH:8][CH:7]=1.CCN(CC)CC.[CH3:32][N:33]1[CH2:38][CH2:37][NH:36][CH2:35][CH2:34]1. Product: [CH:15]1[C:16]2[CH2:17][C:18]3[C:10](=[CH:9][CH:8]=[CH:7][CH:6]=3)[C:11]=2[CH:12]=[CH:13][C:14]=1[C:19]1[S:23][C:22]([NH:24][C:1](=[O:4])[CH2:2][CH2:3][N:36]2[CH2:37][CH2:38][N:33]([CH3:32])[CH2:34][CH2:35]2)=[N:21][CH:20]=1. The catalyst class is: 2. (7) Reactant: [Cl:1][C:2]1[C:7]([O:8][CH3:9])=[C:6]([O:10][CH3:11])[CH:5]=[CH:4][C:3]=1[C:12]([N:14]([CH2:20][C:21]1[N:25]([CH3:26])[C:24]([CH3:27])=[CH:23][N:22]=1)[CH2:15][CH2:16][CH:17]([CH3:19])[CH3:18])=[O:13].Br[CH2:29][C:30]1[C:31]([C:36]#[N:37])=[CH:32][CH:33]=[CH:34][CH:35]=1.CN(C=O)C.C([O-])([O-])=O.[K+].[K+]. Product: [Cl:1][C:2]1[C:7]([O:8][CH3:9])=[C:6]([O:10][CH3:11])[CH:5]=[CH:4][C:3]=1[C:12]([N:14]([CH2:20][CH:21]1[N:25]([CH3:26])[C:24]([CH3:27])=[CH:23][N:22]1[CH2:29][C:30]1[CH:35]=[CH:34][CH:33]=[CH:32][C:31]=1[C:36]#[N:37])[CH2:15][CH2:16][CH:17]([CH3:19])[CH3:18])=[O:13]. The catalyst class is: 6.